From a dataset of Forward reaction prediction with 1.9M reactions from USPTO patents (1976-2016). Predict the product of the given reaction. (1) Given the reactants [C:1]([O:5][C:6]([CH2:8][C@@H:9]1[O:14][C:13]([CH3:16])([CH3:15])[O:12][C@H:11]([CH2:17][CH2:18][N:19]2[C:23]([CH:24]([CH3:26])[CH3:25])=[C:22](C(O)=O)[N:21]=[C:20]2[C:30]2[CH:35]=[CH:34][C:33]([F:36])=[CH:32][CH:31]=2)[CH2:10]1)=[O:7])([CH3:4])([CH3:3])[CH3:2].C1(P(N=[N+]=[N-])(C2C=CC=CC=2)=[O:44])C=CC=CC=1.C([N:56]([CH2:59]C)CC)C.[CH2:61]([OH:68])[C:62]1[CH:67]=[CH:66][CH:65]=[CH:64][CH:63]=1, predict the reaction product. The product is: [C:1]([O:5][C:6](=[O:7])[CH2:8][C@H:9]1[CH2:10][C@@H:11]([CH2:17][CH2:18][N:19]2[C:23]([CH:24]([CH3:25])[CH3:26])=[C:22]([NH:56][C:59]([O:68][CH2:61][C:62]3[CH:67]=[CH:66][CH:65]=[CH:64][CH:63]=3)=[O:44])[N:21]=[C:20]2[C:30]2[CH:35]=[CH:34][C:33]([F:36])=[CH:32][CH:31]=2)[O:12][C:13]([CH3:15])([CH3:16])[O:14]1)([CH3:3])([CH3:2])[CH3:4]. (2) Given the reactants [CH:1]1[C:6]2[CH2:7][NH:8][CH2:9][CH2:10][S:11][C:5]=2[CH:4]=[CH:3][C:2]=1[NH2:12].Cl[C:14]1[N:19]=[C:18]([NH:20][C@@H:21]2[CH2:26][CH2:25][CH2:24][CH2:23][C@@H:22]2[NH:27][S:28]([CH3:31])(=[O:30])=[O:29])[C:17]([Cl:32])=[CH:16][N:15]=1, predict the reaction product. The product is: [Cl:32][C:17]1[C:18]([NH:20][C@@H:21]2[CH2:26][CH2:25][CH2:24][CH2:23][C@H:22]2[NH:27][S:28]([CH3:31])(=[O:30])=[O:29])=[N:19][C:14]([NH:12][C:2]2[CH:3]=[CH:4][C:5]3[S:11][CH2:10][CH2:9][NH:8][CH2:7][C:6]=3[CH:1]=2)=[N:15][CH:16]=1.